The task is: Regression. Given a peptide amino acid sequence and an MHC pseudo amino acid sequence, predict their binding affinity value. This is MHC class II binding data.. This data is from Peptide-MHC class II binding affinity with 134,281 pairs from IEDB. The peptide sequence is HSLGKWLKHPDKF. The MHC is H-2-IAs with pseudo-sequence H-2-IAs. The binding affinity (normalized) is 0.607.